Dataset: Reaction yield outcomes from USPTO patents with 853,638 reactions. Task: Predict the reaction yield, written as a fraction of the theoretical maximum amount of product (1.0 means a 100% yield; for example, 0.34 means a 34% yield). (1) The reactants are [F:1][C:2]([F:15])([F:14])[CH2:3][O:4][C:5]1[N:10]=[C:9]([C:11]([OH:13])=[O:12])[CH:8]=[CH:7][CH:6]=1.CI.[C:18](=O)([O-])[O-].[K+].[K+].O. The catalyst is CN(C)C(=O)C. The product is [F:15][C:2]([F:1])([F:14])[CH2:3][O:4][C:5]1[N:10]=[C:9]([C:11]([O:13][CH3:18])=[O:12])[CH:8]=[CH:7][CH:6]=1. The yield is 0.450. (2) The reactants are [O:1]=[C:2]([CH2:8][C:9]([O:11][CH3:12])=[O:10])[CH2:3][C:4]([O:6][CH3:7])=[O:5].[N:13]([O-])=[O:14].[Na+]. The catalyst is C(O)(=O)C.O. The product is [OH:14][N:13]=[C:8]([C:2](=[O:1])[CH2:3][C:4]([O:6][CH3:7])=[O:5])[C:9]([O:11][CH3:12])=[O:10]. The yield is 0.520. (3) The reactants are [Cl:1][C:2]1[CH:22]=[CH:21][C:20]([Cl:23])=[CH:19][C:3]=1[CH2:4][C:5]1[C:6]([CH3:18])=[N:7][C:8]2[N:9]([N:12]=[CH:13][C:14]=2[C:15]([OH:17])=O)[C:10]=1[CH3:11].[CH3:24][O:25][CH2:26][CH2:27][NH2:28]. No catalyst specified. The product is [Cl:1][C:2]1[CH:22]=[CH:21][C:20]([Cl:23])=[CH:19][C:3]=1[CH2:4][C:5]1[C:6]([CH3:18])=[N:7][C:8]2[N:9]([N:12]=[CH:13][C:14]=2[C:15]([NH:28][CH2:27][CH2:26][O:25][CH3:24])=[O:17])[C:10]=1[CH3:11]. The yield is 0.380. (4) The reactants are C(OC([C:6]1[C:15](=[O:16])[C:14]2[C:9](=[N:10][C:11]([CH2:17][CH3:18])=[CH:12][CH:13]=2)[NH:8][CH:7]=1)=O)C.[OH-].[Na+]. No catalyst specified. The product is [CH2:17]([C:11]1[N:10]=[C:9]2[C:14]([C:15]([OH:16])=[CH:6][CH:7]=[N:8]2)=[CH:13][CH:12]=1)[CH3:18]. The yield is 0.730. (5) No catalyst specified. The yield is 0.530. The product is [CH3:15][O:14][C:10]1[CH:9]=[C:8]([C:6](=[O:7])[C:5]([O:18][CH2:16][CH3:17])=[O:2])[CH:13]=[CH:12][CH:11]=1. The reactants are [Se](=O)=[O:2].Br[CH2:5][C:6]([C:8]1[CH:13]=[CH:12][CH:11]=[C:10]([O:14][CH3:15])[CH:9]=1)=[O:7].[CH2:16]([OH:18])[CH3:17]. (6) The reactants are [C:1]([O:5][C:6]([N:8]1[CH2:12][CH2:11][CH2:10][CH:9]1[C:13]1[NH:14][C:15]([C:18]2[CH:30]=[CH:29][C:28]3[C:27]4[C:22](=[CH:23][C:24](Br)=[CH:25][CH:26]=4)[C:21]([F:33])([F:32])[C:20]=3[CH:19]=2)=[CH:16][N:17]=1)=[O:7])([CH3:4])([CH3:3])[CH3:2].[C:34]([O:38][C:39]([N:41]1[CH:46]([C:47]2[NH:51][C:50]3[CH:52]=[C:53](B4OC(C)(C)C(C)(C)O4)[CH:54]=[CH:55][C:49]=3[N:48]=2)[CH:45]2[CH2:65][CH:42]1[CH2:43][CH2:44]2)=[O:40])([CH3:37])([CH3:36])[CH3:35].C(=O)([O-])[O-].[K+].[K+]. The catalyst is COCCOC.O.C(OCC)(=O)C.C1C=CC(P(C2C=CC=CC=2)[C-]2C=CC=C2)=CC=1.C1C=CC(P(C2C=CC=CC=2)[C-]2C=CC=C2)=CC=1.Cl[Pd]Cl.[Fe+2].C1C=CC([P]([Pd]([P](C2C=CC=CC=2)(C2C=CC=CC=2)C2C=CC=CC=2)([P](C2C=CC=CC=2)(C2C=CC=CC=2)C2C=CC=CC=2)[P](C2C=CC=CC=2)(C2C=CC=CC=2)C2C=CC=CC=2)(C2C=CC=CC=2)C2C=CC=CC=2)=CC=1. The product is [C:1]([O:5][C:6]([N:8]1[CH2:12][CH2:11][CH2:10][CH:9]1[C:13]1[NH:14][C:15]([C:18]2[CH:30]=[CH:29][C:28]3[C:27]4[C:22](=[CH:23][C:24]([C:53]5[CH:54]=[CH:55][C:49]6[N:48]=[C:47]([CH:46]7[CH:45]8[CH2:65][CH:42]([CH2:43][CH2:44]8)[N:41]7[C:39]([O:38][C:34]([CH3:35])([CH3:37])[CH3:36])=[O:40])[NH:51][C:50]=6[CH:52]=5)=[CH:25][CH:26]=4)[C:21]([F:33])([F:32])[C:20]=3[CH:19]=2)=[CH:16][N:17]=1)=[O:7])([CH3:4])([CH3:3])[CH3:2]. The yield is 0.770. (7) The catalyst is C(Cl)(Cl)(Cl)Cl.[W].C(OOC(=O)C1C=CC=CC=1)(=O)C1C=CC=CC=1. The yield is 0.720. The product is [Br:9][C:4]1[CH:5]=[C:6]([CH3:8])[CH:7]=[C:2]([CH2:1][Br:17])[CH:3]=1. The reactants are [CH3:1][C:2]1[CH:3]=[C:4]([Br:9])[CH:5]=[C:6]([CH3:8])[CH:7]=1.C1C(=O)N([Br:17])C(=O)C1. (8) The reactants are O[CH:2]([C:5]1[C:13]2[O:12][CH2:11][CH:10]([C:14]3[CH:19]=[CH:18][C:17]([CH:20]([CH3:22])[CH3:21])=[CH:16][CH:15]=3)[C:9]=2[C:8]([CH3:23])=[C:7]([NH:24][C:25](=[O:31])[CH2:26][C:27]([CH3:30])([CH3:29])[CH3:28])[C:6]=1[CH3:32])[CH2:3][OH:4]. The catalyst is C(O)C.[OH-].[OH-].[Pd+2]. The product is [OH:4][CH2:3][CH2:2][C:5]1[C:13]2[O:12][CH2:11][CH:10]([C:14]3[CH:19]=[CH:18][C:17]([CH:20]([CH3:21])[CH3:22])=[CH:16][CH:15]=3)[C:9]=2[C:8]([CH3:23])=[C:7]([NH:24][C:25](=[O:31])[CH2:26][C:27]([CH3:30])([CH3:29])[CH3:28])[C:6]=1[CH3:32]. The yield is 0.210. (9) The catalyst is C1C=CC([PH+]([C]2[CH][CH][CH][CH]2)C2C=CC=CC=2)=CC=1.C1C=CC([PH+]([C]2[CH][CH][CH][CH]2)C2C=CC=CC=2)=CC=1.C(Cl)Cl.Cl[Pd]Cl.[Fe]. The yield is 0.170. The product is [CH3:1][C:2]1[CH:3]=[CH:4][C:5]([S:8]([O:11][CH2:12][CH:13]2[CH2:17][C:16]3[CH:18]=[C:19]([Cl:30])[CH:20]=[C:21]([C:33]4[CH:34]=[CH:35][S:31][CH:32]=4)[C:15]=3[O:14]2)(=[O:10])=[O:9])=[CH:6][CH:7]=1. The reactants are [CH3:1][C:2]1[CH:7]=[CH:6][C:5]([S:8]([O:11][CH2:12][CH:13]2[CH2:17][C:16]3[CH:18]=[C:19]([Cl:30])[CH:20]=[C:21](OS(C(F)(F)F)(=O)=O)[C:15]=3[O:14]2)(=[O:10])=[O:9])=[CH:4][CH:3]=1.[S:31]1[CH:35]=[CH:34][C:33](B(O)O)=[CH:32]1.C(=O)([O-])[O-].[K+].[K+].C(C1C=CC=CC=1B1OC(C)(C)C(C)(C)O1)(C)C.